From a dataset of Reaction yield outcomes from USPTO patents with 853,638 reactions. Predict the reaction yield, written as a fraction of the theoretical maximum amount of product (1.0 means a 100% yield; for example, 0.34 means a 34% yield). (1) The reactants are C([Li])CCCCC.I[C:9]1[CH:14]=[CH:13][CH:12]=[CH:11][C:10]=1[C:15]1[C:20]([CH:21]([CH3:23])[CH3:22])=[CH:19][C:18]([CH:24]([CH3:26])[CH3:25])=[CH:17][C:16]=1[CH:27]([CH3:29])[CH3:28].[P:30](Cl)([O:34]CC)[O:31][CH2:32][CH3:33].Cl. The catalyst is C1COCC1. The product is [CH:21]([C:20]1[CH:19]=[C:18]([CH:24]([CH3:25])[CH3:26])[CH:17]=[C:16]([CH:27]([CH3:29])[CH3:28])[C:15]=1[C:10]1[CH:11]=[CH:12][CH:13]=[CH:14][C:9]=1[PH:30](=[O:34])[O:31][CH2:32][CH3:33])([CH3:22])[CH3:23]. The yield is 0.940. (2) The reactants are [Cl:1][C:2]1[CH:3]=[CH:4][C:5]([N:16]2[CH:20]=[C:19]([Cl:21])[N:18]=[N:17]2)=[C:6]([C:8]2[CH:13]=[C:12]([O:14]C)[N:11]=[CH:10][N:9]=2)[CH:7]=1.Br.O. The catalyst is CC(O)=O.CCOCC. The product is [Cl:1][C:2]1[CH:3]=[CH:4][C:5]([N:16]2[CH:20]=[C:19]([Cl:21])[N:18]=[N:17]2)=[C:6]([C:8]2[N:9]=[CH:10][N:11]=[C:12]([OH:14])[CH:13]=2)[CH:7]=1. The yield is 0.709.